From a dataset of Peptide-MHC class I binding affinity with 185,985 pairs from IEDB/IMGT. Regression. Given a peptide amino acid sequence and an MHC pseudo amino acid sequence, predict their binding affinity value. This is MHC class I binding data. The peptide sequence is LNFLHRLSV. The MHC is H-2-Kb with pseudo-sequence H-2-Kb. The binding affinity (normalized) is 0.916.